From a dataset of Forward reaction prediction with 1.9M reactions from USPTO patents (1976-2016). Predict the product of the given reaction. (1) Given the reactants Br[C:2]1[CH:22]=[C:21]([CH3:23])[C:5]([O:6][C:7]2[C:12]([CH3:13])=[C:11]([NH:14][CH:15]([CH2:18][CH3:19])[CH2:16][CH3:17])[CH:10]=[C:9]([CH3:20])[N:8]=2)=[C:4]([CH3:24])[CH:3]=1.C([Li])CCC.[CH:30](=[O:32])[CH3:31], predict the reaction product. The product is: [CH2:16]([CH:15]([NH:14][C:11]1[CH:10]=[C:9]([CH3:20])[N:8]=[C:7]([O:6][C:5]2[C:21]([CH3:23])=[CH:22][C:2]([CH:30]([OH:32])[CH3:31])=[CH:3][C:4]=2[CH3:24])[C:12]=1[CH3:13])[CH2:18][CH3:19])[CH3:17]. (2) Given the reactants [Si:1]([O:8][C@@H:9]1[C@@:26]2([CH3:27])[C:13](=[CH:14][CH:15]=[C:16]3[C@@H:25]2[CH2:24][CH2:23][C@@:21]2([CH3:22])[C@H:17]3[CH2:18][CH:19]=[C:20]2[CH2:28][O:29][CH2:30][C:31](OC(C)(C)C)=[O:32])[CH2:12][C@@H:11]([O:38][Si:39]([C:42]([CH3:45])([CH3:44])[CH3:43])([CH3:41])[CH3:40])[CH2:10]1)([C:4]([CH3:7])([CH3:6])[CH3:5])([CH3:3])[CH3:2].[CH2:46]([Mg]Br)[CH3:47].O1CC[CH2:52][CH2:51]1, predict the reaction product. The product is: [Si:1]([O:8][C@@H:9]1[C@@:26]2([CH3:27])[C:13](=[CH:14][CH:15]=[C:16]3[C@@H:25]2[CH2:24][CH2:23][C@@:21]2([CH3:22])[C@H:17]3[CH2:18][CH:19]=[C:20]2[CH2:28][O:29][CH2:30][C:31]([CH2:46][CH3:47])([OH:32])[CH2:51][CH3:52])[CH2:12][C@@H:11]([O:38][Si:39]([C:42]([CH3:43])([CH3:45])[CH3:44])([CH3:41])[CH3:40])[CH2:10]1)([C:4]([CH3:5])([CH3:6])[CH3:7])([CH3:3])[CH3:2]. (3) The product is: [Cl:1][C:2]1[N:7]=[C:6]([NH:8][NH:9][C:10](=[O:29])[C@H:11]([CH2:23][CH:24]2[CH2:25][CH2:26][CH2:27][CH2:28]2)[CH2:12][N:13]([OH:16])[CH:14]=[O:15])[C:5]([F:30])=[C:4]([NH:31][CH2:32][CH2:33][C:34]2[CH:38]=[CH:37][S:36][CH:35]=2)[N:3]=1. Given the reactants [Cl:1][C:2]1[N:7]=[C:6]([NH:8][NH:9][C:10](=[O:29])[C@H:11]([CH2:23][CH:24]2[CH2:28][CH2:27][CH2:26][CH2:25]2)[CH2:12][N:13]([O:16]C2CCCCO2)[CH:14]=[O:15])[C:5]([F:30])=[C:4]([NH:31][CH2:32][CH2:33][C:34]2[CH:38]=[CH:37][S:36][CH:35]=2)[N:3]=1, predict the reaction product.